The task is: Predict the reaction yield, written as a fraction of the theoretical maximum amount of product (1.0 means a 100% yield; for example, 0.34 means a 34% yield).. This data is from Reaction yield outcomes from USPTO patents with 853,638 reactions. The reactants are [NH2:1][C:2]1[N:7]=[CH:6][N:5]=[C:4]2[N:8]([C@@H:26]3[CH2:31][CH2:30][CH2:29][N:28]([C:32](=[O:36])[CH2:33][C:34]#[N:35])[CH2:27]3)[N:9]=[C:10]([C:11]3[CH:16]=[CH:15][C:14]([O:17][C:18]4[CH:23]=[C:22]([F:24])[CH:21]=[CH:20][C:19]=4[F:25])=[CH:13][CH:12]=3)[C:3]=12.N1[CH2:42][CH2:41][CH2:40][CH2:39]C1.C1(C=O)CC1. The catalyst is CO. The product is [NH2:1][C:2]1[N:7]=[CH:6][N:5]=[C:4]2[N:8]([C@@H:26]3[CH2:31][CH2:30][CH2:29][N:28]([C:32]([C:33](=[CH:39][CH:40]4[CH2:42][CH2:41]4)[C:34]#[N:35])=[O:36])[CH2:27]3)[N:9]=[C:10]([C:11]3[CH:16]=[CH:15][C:14]([O:17][C:18]4[CH:23]=[C:22]([F:24])[CH:21]=[CH:20][C:19]=4[F:25])=[CH:13][CH:12]=3)[C:3]=12. The yield is 0.230.